Task: Regression/Classification. Given a drug SMILES string, predict its absorption, distribution, metabolism, or excretion properties. Task type varies by dataset: regression for continuous measurements (e.g., permeability, clearance, half-life) or binary classification for categorical outcomes (e.g., BBB penetration, CYP inhibition). Dataset: cyp2c9_veith.. Dataset: CYP2C9 inhibition data for predicting drug metabolism from PubChem BioAssay The compound is Cc1cccc[n+]1CC(=O)Nc1ccc([N+](=O)[O-])cc1Cl.[Cl-]. The result is 0 (non-inhibitor).